Dataset: Catalyst prediction with 721,799 reactions and 888 catalyst types from USPTO. Task: Predict which catalyst facilitates the given reaction. (1) Reactant: COCCO[AlH2-]OCCOC.[Na+].CN1CCNCC1.C[O:21][C:22](=O)[C:23]1[CH:28]=[CH:27][C:26]([CH:29]2[CH2:31][CH2:30]2)=[CH:25][C:24]=1[Cl:32].O. The catalyst class is: 11. Product: [Cl:32][C:24]1[CH:25]=[C:26]([CH:29]2[CH2:30][CH2:31]2)[CH:27]=[CH:28][C:23]=1[CH:22]=[O:21]. (2) The catalyst class is: 876. Reactant: [CH3:1][CH2:2][Mg+].[Br-].C1COCC1.[Cl:10][C:11]1[CH:16]=[CH:15][C:14]([CH:17]([CH2:22][C:23]#[N:24])[C:18]([O:20]C)=O)=[CH:13][CH:12]=1.O. Product: [Cl:10][C:11]1[CH:12]=[CH:13][C:14]([CH:17]2[CH2:22][C:23]3([CH2:2][CH2:1]3)[NH:24][C:18]2=[O:20])=[CH:15][CH:16]=1.